This data is from Acute oral toxicity (LD50) regression data from Zhu et al.. The task is: Regression/Classification. Given a drug SMILES string, predict its toxicity properties. Task type varies by dataset: regression for continuous values (e.g., LD50, hERG inhibition percentage) or binary classification for toxic/non-toxic outcomes (e.g., AMES mutagenicity, cardiotoxicity, hepatotoxicity). Dataset: ld50_zhu. (1) The compound is NCCCN. The rat oral LD50 is 2.33, given as -log10 of the dose in mol/kg body weight (higher means more acutely toxic). (2) The drug is OC(CNc1ccccn1)c1ccccc1. The rat oral LD50 is 2.45, given as -log10 of the dose in mol/kg body weight (higher means more acutely toxic). (3) The compound is CCCOP(C)(=O)SCCC. The rat oral LD50 is 5.21, given as -log10 of the dose in mol/kg body weight (higher means more acutely toxic). (4) The compound is CCCN(CCC)S(=O)(=O)CCNC(=O)N(CCCl)N=O. The rat oral LD50 is 3.14, given as -log10 of the dose in mol/kg body weight (higher means more acutely toxic).